This data is from Forward reaction prediction with 1.9M reactions from USPTO patents (1976-2016). The task is: Predict the product of the given reaction. (1) Given the reactants [C:1]([O:5][C:6](=[O:35])[N:7]([C:16]1[S:17][C@:18]2(C=O)[C@H:20]([C@:21]([C:25]3[CH:30]=[C:29]([Br:31])[CH:28]=[CH:27][C:26]=3[F:32])([CH2:23][F:24])[N:22]=1)[CH2:19]2)[CH2:8][O:9][CH2:10][CH2:11][Si:12]([CH3:15])([CH3:14])[CH3:13])([CH3:4])([CH3:3])[CH3:2], predict the reaction product. The product is: [C:1]([O:5][C:6](=[O:35])[N:7]([C:16]1[S:17][C@@H:18]2[C@H:20]([C@:21]([C:25]3[CH:30]=[C:29]([Br:31])[CH:28]=[CH:27][C:26]=3[F:32])([CH2:23][F:24])[N:22]=1)[CH2:19]2)[CH2:8][O:9][CH2:10][CH2:11][Si:12]([CH3:13])([CH3:15])[CH3:14])([CH3:4])([CH3:2])[CH3:3]. (2) Given the reactants [Cl-].O[NH3+:3].[C:4](=[O:7])([O-:6])O.[Na+].CS(C)=O.[C:13]([C:15]1[CH:20]=[CH:19][CH:18]=[CH:17][C:16]=1[C:21]1[CH:26]=[CH:25][C:24]([CH2:27][C:28]2[C:29](=[O:51])[N:30]([C@H:40]3[CH2:45][CH2:44][C@H:43]([C:46]([O:48][CH2:49][CH3:50])=[O:47])[CH2:42][CH2:41]3)[C:31]3[N:32]([N:37]=[CH:38][N:39]=3)[C:33]=2[CH2:34][CH2:35][CH3:36])=[CH:23][CH:22]=1)#[N:14], predict the reaction product. The product is: [O:51]=[C:29]1[C:28]([CH2:27][C:24]2[CH:25]=[CH:26][C:21]([C:16]3[CH:17]=[CH:18][CH:19]=[CH:20][C:15]=3[C:13]3[NH:3][C:4](=[O:7])[O:6][N:14]=3)=[CH:22][CH:23]=2)=[C:33]([CH2:34][CH2:35][CH3:36])[N:32]2[N:37]=[CH:38][N:39]=[C:31]2[N:30]1[C@H:40]1[CH2:45][CH2:44][C@H:43]([C:46]([O:48][CH2:49][CH3:50])=[O:47])[CH2:42][CH2:41]1. (3) Given the reactants [C:9](O[C:9]([O:11][C:12]([CH3:15])([CH3:14])[CH3:13])=[O:10])([O:11][C:12]([CH3:15])([CH3:14])[CH3:13])=[O:10].CCN(C(C)C)C(C)C.[Br:25][C:26]1[CH:34]=[C:33]2[C:29]([C:30]([CH2:36][OH:37])([CH3:35])[CH2:31][NH:32]2)=[CH:28][CH:27]=1, predict the reaction product. The product is: [C:12]([O:11][C:9]([N:32]1[C:33]2[C:29](=[CH:28][CH:27]=[C:26]([Br:25])[CH:34]=2)[C:30]([CH2:36][OH:37])([CH3:35])[CH2:31]1)=[O:10])([CH3:13])([CH3:14])[CH3:15]. (4) Given the reactants [F:1][C:2]1([F:48])[CH2:7][CH2:6][CH:5]([C:8]2[C:17]3[C@@H:16]([O:18][CH2:19][C:20]4[CH:25]=[CH:24][C:23]([O:26][CH3:27])=[CH:22][CH:21]=4)[CH2:15][C:14]([CH3:29])([CH3:28])[CH2:13][C:12]=3[N:11]=[C:10]([CH:30]3[CH2:35][CH2:34][NH:33][CH2:32][CH2:31]3)[C:9]=2[C@@H:36]([F:47])[C:37]2[CH:42]=[CH:41][C:40]([C:43]([F:46])([F:45])[F:44])=[CH:39][CH:38]=2)[CH2:4][CH2:3]1.Cl[C:50]1[N:55]=[CH:54][C:53]([O:56][CH2:57][CH:58]2[CH2:63][O:62][C:61]([CH3:65])([CH3:64])[O:60][CH2:59]2)=[CH:52][N:51]=1.C(=O)([O-])[O-].[Cs+].[Cs+].CCCC(O)CCC, predict the reaction product. The product is: [F:48][C:2]1([F:1])[CH2:7][CH2:6][CH:5]([C:8]2[C:17]3[C@@H:16]([O:18][CH2:19][C:20]4[CH:21]=[CH:22][C:23]([O:26][CH3:27])=[CH:24][CH:25]=4)[CH2:15][C:14]([CH3:28])([CH3:29])[CH2:13][C:12]=3[N:11]=[C:10]([CH:30]3[CH2:35][CH2:34][N:33]([C:50]4[N:51]=[CH:52][C:53]([O:56][CH2:57][CH:58]5[CH2:63][O:62][C:61]([CH3:65])([CH3:64])[O:60][CH2:59]5)=[CH:54][N:55]=4)[CH2:32][CH2:31]3)[C:9]=2[C@@H:36]([F:47])[C:37]2[CH:38]=[CH:39][C:40]([C:43]([F:45])([F:46])[F:44])=[CH:41][CH:42]=2)[CH2:4][CH2:3]1. (5) The product is: [CH:30]1[C:29]2[CH:28]([CH2:27][O:14][C:13](=[O:16])[NH:1][CH2:2][CH:3]([OH:4])[CH:5]([OH:6])[CH:7]([OH:8])[CH:9]([OH:10])[CH2:11][OH:12])[C:40]3[C:35](=[CH:36][CH:37]=[CH:38][CH:39]=3)[C:34]=2[CH:33]=[CH:32][CH:31]=1. Given the reactants [NH2:1][CH2:2][C@@H:3]([C@H:5]([C@@H:7]([C@@H:9]([CH2:11][OH:12])[OH:10])[OH:8])[OH:6])[OH:4].[C:13](=[O:16])([O-])[O-:14].[Na+].[Na+].C(=O)([O-])ON1C(=O)CC([CH2:27][CH:28]2[C:40]3[CH:39]=[CH:38][CH:37]=[CH:36][C:35]=3[C:34]3[C:29]2=[CH:30][CH:31]=[CH:32][CH:33]=3)C1=O, predict the reaction product. (6) Given the reactants [C:1]1([CH3:8])[CH:6]=[CH:5][CH:4]=[C:3]([NH2:7])[CH:2]=1.C([O-])([O-])=O.[K+].[K+].[Na+].[I-].[Cl:17][CH2:18][CH2:19][CH2:20][N:21]1[CH2:31][CH2:30][C:29]2[C:32]3[CH:22]1[CH2:23][CH2:24][C:25]=3[CH:26]=[CH:27][CH:28]=2, predict the reaction product. The product is: [ClH:17].[ClH:17].[CH2:24]1[C:25]2=[C:32]3[C:29](=[CH:28][CH:27]=[CH:26]2)[CH2:30][CH2:31][N:21]([CH2:20][CH2:19][CH2:18][NH:7][C:3]2[CH:2]=[C:1]([CH3:8])[CH:6]=[CH:5][CH:4]=2)[CH:22]3[CH2:23]1. (7) The product is: [C:44]([CH2:43][CH2:42][CH2:41][CH2:40][CH2:39][CH2:38][CH2:37][CH2:36][CH2:35][CH2:34][CH2:33][CH2:32][CH2:31][CH2:30][CH2:29][S:28][S:27][CH2:26][CH2:25][CH2:24][O:23][C:21]([O:20][C:18]1[CH:17]=[CH:16][C:14]2[N:15]=[C:11]([C:9]3[S:5][CH2:4][C@H:3]([C:6]([OH:8])=[O:7])[N:2]=3)[S:12][C:13]=2[CH:19]=1)=[O:22])([OH:46])=[O:45]. Given the reactants Cl.[NH2:2][C@@H:3]([C:6]([OH:8])=[O:7])[CH2:4][SH:5].[C:9]([C:11]1[S:12][C:13]2[CH:19]=[C:18]([O:20][C:21]([O:23][CH2:24][CH2:25][CH2:26][S:27][S:28][CH2:29][CH2:30][CH2:31][CH2:32][CH2:33][CH2:34][CH2:35][CH2:36][CH2:37][CH2:38][CH2:39][CH2:40][CH2:41][CH2:42][CH2:43][C:44]([OH:46])=[O:45])=[O:22])[CH:17]=[CH:16][C:14]=2[N:15]=1)#N.ClCCl.C(=O)([O-])[O-].[K+].[K+], predict the reaction product.